Dataset: M1 muscarinic receptor antagonist screen with 61,756 compounds. Task: Binary Classification. Given a drug SMILES string, predict its activity (active/inactive) in a high-throughput screening assay against a specified biological target. (1) The drug is O(CN1C(=O)c2c(C1=O)cccc2)C(=O)c1occc1. The result is 0 (inactive). (2) The drug is Brc1ccc(NC(=O)CN2CCN(CC2)C(=O)c2ccccc2)nc1. The result is 0 (inactive). (3) The compound is Clc1cc(C(=O)n2nc(cc2C)C)c(OC)cc1. The result is 0 (inactive). (4) The molecule is S(=O)(=O)(NCC)c1ccc(NC(=O)Cc2ccc(F)cc2)cc1. The result is 1 (active). (5) The molecule is O=c1n(CCCOC)c(nc2n(c3nc4c(nc3c12)cccc4)CCc1ccccc1)C. The result is 0 (inactive). (6) The molecule is o1c(CNC(=O)c2c3c(cccc3)c(oc2)=O)ccc1C. The result is 0 (inactive). (7) The drug is S(CC(=O)N1CCCCC1)c1nc2c(nc1SCC(=O)N1CCCCC1)cccc2. The result is 0 (inactive). (8) The drug is O(c1c(NC(=O)Cn2cccc2)cc(OC)cc1)C. The result is 0 (inactive). (9) The result is 0 (inactive). The compound is S(CCn1c(N2CCN(CC2)CC)nc2n(c(=O)[nH]c(=O)c12)C)c1sc2c(n1)cccc2.